Task: Predict the reactants needed to synthesize the given product.. Dataset: Full USPTO retrosynthesis dataset with 1.9M reactions from patents (1976-2016) (1) Given the product [OH:8][CH2:9][CH:10]([CH2:11][OH:12])[C:13]([N:15]1[CH2:20][CH2:19][N:18]([C:21]2[CH:26]=[CH:25][C:24]([N:27]3[CH2:31][C@H:30]([CH2:32][O:33][C:34]4[CH:38]=[CH:37][O:36][N:35]=4)[O:29][C:28]3=[O:39])=[CH:23][C:22]=2[F:40])[CH2:17][CH2:16]1)=[O:14], predict the reactants needed to synthesize it. The reactants are: C1(C2[O:12][CH2:11][CH:10]([C:13]([N:15]3[CH2:20][CH2:19][N:18]([C:21]4[CH:26]=[CH:25][C:24]([N:27]5[CH2:31][C@H:30]([CH2:32][O:33][C:34]6[CH:38]=[CH:37][O:36][N:35]=6)[O:29][C:28]5=[O:39])=[CH:23][C:22]=4[F:40])[CH2:17][CH2:16]3)=[O:14])[CH2:9][O:8]2)C=CC=CC=1. (2) Given the product [CH3:1][O:2][C:3]1[CH:11]=[C:10]([C:26]#[N:27])[C:9]2[C:8](=[O:13])[N:7]([CH2:14][C:15]3[CH:20]=[CH:19][C:18]([O:21][C:22]([F:25])([F:24])[F:23])=[CH:17][CH:16]=3)[CH2:6][C:5]=2[CH:4]=1, predict the reactants needed to synthesize it. The reactants are: [CH3:1][O:2][C:3]1[CH:4]=[C:5]2[C:9](=[C:10](I)[CH:11]=1)[C:8](=[O:13])[N:7]([CH2:14][C:15]1[CH:20]=[CH:19][C:18]([O:21][C:22]([F:25])([F:24])[F:23])=[CH:17][CH:16]=1)[CH2:6]2.[C-:26]#[N:27].[Na+]. (3) Given the product [CH2:17]([O:19][C:20]1[CH:21]=[C:22]([CH:23]2[C:7]([C:1]3[CH:6]=[CH:5][CH:4]=[CH:3][CH:2]=3)=[C:8]([C:10]3[CH:15]=[CH:14][CH:13]=[CH:12][C:11]=3[CH3:16])[NH:35][C:33](=[O:34])[NH:32]2)[CH:25]=[C:26]([N+:29]([O-:31])=[O:30])[C:27]=1[OH:28])[CH3:18], predict the reactants needed to synthesize it. The reactants are: [C:1]1([CH2:7][C:8]([C:10]2[CH:15]=[CH:14][CH:13]=[CH:12][C:11]=2[CH3:16])=O)[CH:6]=[CH:5][CH:4]=[CH:3][CH:2]=1.[CH2:17]([O:19][C:20]1[CH:21]=[C:22]([CH:25]=[C:26]([N+:29]([O-:31])=[O:30])[C:27]=1[OH:28])[CH:23]=O)[CH3:18].[NH2:32][C:33]([NH2:35])=[O:34].Cl. (4) Given the product [F:18][C:12]1[CH:13]=[C:5]([O:4][C:3]2[CH:14]=[CH:15][CH:16]=[CH:17][C:2]=2[F:1])[CH:6]=[CH:7][C:8]=1[C:9]([OH:11])=[O:10], predict the reactants needed to synthesize it. The reactants are: [F:1][C:2]1[CH:17]=[CH:16][CH:15]=[CH:14][C:3]=1[O:4][C:5]1[CH:13]=[CH:12][C:8]([C:9]([OH:11])=[O:10])=[CH:7][CH:6]=1.[F:18]C1C=C(OC2C=CC=CC=2F)C=CC=1C=O. (5) Given the product [N+:1]([C:4]1[CH:10]=[C:9]([N+:11]([O-:13])=[O:12])[CH:8]=[C:7]([C:4]2[CH:10]=[CH:9][CH:8]=[CH:7][CH:5]=2)[C:5]=1[NH2:6])([O-:3])=[O:2], predict the reactants needed to synthesize it. The reactants are: [N+:1]([C:4]1[CH:10]=[C:9]([N+:11]([O-:13])=[O:12])[CH:8]=[C:7](Br)[C:5]=1[NH2:6])([O-:3])=[O:2].